Dataset: Forward reaction prediction with 1.9M reactions from USPTO patents (1976-2016). Task: Predict the product of the given reaction. (1) The product is: [CH2:14]([C:11]1[CH:12]=[CH:13][C:8]([C:5]2[CH:6]=[CH:7][C:2]([B:21]([OH:24])[OH:22])=[CH:3][CH:4]=2)=[CH:9][CH:10]=1)[CH2:15][CH2:16][CH2:17][CH3:18]. Given the reactants Br[C:2]1[CH:7]=[CH:6][C:5]([C:8]2[CH:13]=[CH:12][C:11]([CH2:14][CH2:15][CH2:16][CH2:17][CH3:18])=[CH:10][CH:9]=2)=[CH:4][CH:3]=1.II.[B:21](OC)([O:24]C)[O:22]C.Cl, predict the reaction product. (2) Given the reactants [NH:1]1[CH:8]=[CH:7][C:5]([NH2:6])=[N:4][C:2]1=[O:3].N1[CH:14]=[CH:13][CH:12]=CC=1.Cl[CH2:16]Cl.C([C:22]1[CH:30]=[CH:29][CH:28]=[CH:27][C:23]=1[C:24](Cl)=[O:25])CCC, predict the reaction product. The product is: [CH3:16][C:13]([C:29]1[CH:30]=[CH:22][C:23]([C:24]([NH:6][C:5]2[CH:7]=[CH:8][NH:1][C:2](=[O:3])[N:4]=2)=[O:25])=[CH:27][CH:28]=1)([CH3:12])[CH3:14]. (3) Given the reactants Cl[C:2]1[C:7]([CH:8]([CH2:13][CH2:14][CH3:15])[C:9]([O:11][CH3:12])=[O:10])=[C:6]([Cl:16])[N:5]=[C:4]([N:17]2[CH2:22][CH2:21][CH2:20][CH2:19][CH2:18]2)[N:3]=1.B(O)(O)[C:24]1[CH:25]=[CH:26][C:27]([CH3:30])=[CH:28][CH:29]=1.C(N(CC)C(C)C)(C)C, predict the reaction product. The product is: [Cl:16][C:6]1[C:7]([CH:8]([CH2:13][CH2:14][CH3:15])[C:9]([O:11][CH3:12])=[O:10])=[C:2]([C:24]2[CH:29]=[CH:28][C:27]([CH3:30])=[CH:26][CH:25]=2)[N:3]=[C:4]([N:17]2[CH2:22][CH2:21][CH2:20][CH2:19][CH2:18]2)[N:5]=1. (4) Given the reactants [CH3:1][C:2]1[CH:7]=[CH:6][C:5]([NH:8][C:9](=[O:14])[C:10]([F:13])([F:12])[F:11])=[CH:4][C:3]=1[C:15]([F:18])([F:17])[F:16].[Br:19]N1C(=O)CCC1=O, predict the reaction product. The product is: [Br:19][CH2:1][C:2]1[CH:7]=[CH:6][C:5]([NH:8][C:9](=[O:14])[C:10]([F:13])([F:12])[F:11])=[CH:4][C:3]=1[C:15]([F:16])([F:17])[F:18]. (5) Given the reactants CS(O[CH2:6][C@@H:7]1[O:11][C:10](=[O:12])[N:9]([C:13]2[CH:18]=[CH:17][C:16]([N:19]3[CH:23]=[C:22]([C:24]([CH3:32])([CH3:31])[O:25][SiH2:26][C:27]([CH3:30])([CH3:29])[CH3:28])[CH:21]=[N:20]3)=[C:15]([F:33])[CH:14]=2)[CH2:8]1)(=O)=O.[N-:34]=[N+:35]=[N-:36].[Na+], predict the reaction product. The product is: [N:34]([CH2:6][C@@H:7]1[O:11][C:10](=[O:12])[N:9]([C:13]2[CH:18]=[CH:17][C:16]([N:19]3[CH:23]=[C:22]([C:24]([CH3:32])([CH3:31])[O:25][SiH2:26][C:27]([CH3:28])([CH3:30])[CH3:29])[CH:21]=[N:20]3)=[C:15]([F:33])[CH:14]=2)[CH2:8]1)=[N+:35]=[N-:36]. (6) Given the reactants [Cl:1][C:2]1[CH:7]=[CH:6][CH:5]=[C:4]([Cl:8])[C:3]=1[C:9]1[NH:10][C:11]2[CH:17]=[C:16]([NH2:18])[CH:15]=[CH:14][C:12]=2[N:13]=1.CCN(C(C)C)C(C)C.[CH3:28][C:29]1[CH:34]=[C:33]([CH3:35])[CH:32]=[C:31]([CH3:36])[C:30]=1[S:37](Cl)(=[O:39])=[O:38], predict the reaction product. The product is: [Cl:8][C:4]1[CH:5]=[CH:6][CH:7]=[C:2]([Cl:1])[C:3]=1[C:9]1[NH:10][C:11]2[CH:17]=[C:16]([NH:18][S:37]([C:30]3[C:31]([CH3:36])=[CH:32][C:33]([CH3:35])=[CH:34][C:29]=3[CH3:28])(=[O:39])=[O:38])[CH:15]=[CH:14][C:12]=2[N:13]=1. (7) Given the reactants [Si]([O:8][CH2:9][C:10]1([CH3:40])[S:16][CH2:15][CH2:14][N:13]2[C:17]([C:20]3([C:23]4[CH:28]=[CH:27][C:26]([C:29]5[CH:30]=[CH:31][C:32]([C:35]([N:37]([CH3:39])[CH3:38])=[O:36])=[N:33][CH:34]=5)=[CH:25][CH:24]=4)[CH2:22][CH2:21]3)=[N:18][N:19]=[C:12]2[CH2:11]1)(C(C)(C)C)(C)C.Cl, predict the reaction product. The product is: [OH:8][CH2:9][C:10]1([CH3:40])[S:16][CH2:15][CH2:14][N:13]2[C:17]([C:20]3([C:23]4[CH:24]=[CH:25][C:26]([C:29]5[CH:30]=[CH:31][C:32]([C:35]([N:37]([CH3:39])[CH3:38])=[O:36])=[N:33][CH:34]=5)=[CH:27][CH:28]=4)[CH2:22][CH2:21]3)=[N:18][N:19]=[C:12]2[CH2:11]1. (8) The product is: [C:1]([C:3]1[CH:4]=[C:5]([CH:9]2[CH2:14][CH2:13][C:12](=[O:15])[CH2:11][CH2:10]2)[CH:6]=[CH:7][CH:8]=1)#[N:2]. Given the reactants [C:1]([C:3]1[CH:4]=[C:5]([C@H:9]2[CH2:14][CH2:13][C@H:12]([OH:15])[CH2:11][CH2:10]2)[CH:6]=[CH:7][CH:8]=1)#[N:2].CC(OI1(OC(C)=O)(OC(C)=O)OC(=O)C2C=CC=CC1=2)=O, predict the reaction product.